Dataset: Forward reaction prediction with 1.9M reactions from USPTO patents (1976-2016). Task: Predict the product of the given reaction. (1) Given the reactants [CH3:1][C@@H:2]1[CH2:7][NH:6][CH2:5][CH2:4][N:3]1[C:8]([O:10][C:11]([CH3:14])([CH3:13])[CH3:12])=[O:9].C(=O)([O-])O.[Na+].[N:20]#[C:21]Br, predict the reaction product. The product is: [C:21]([N:6]1[CH2:5][CH2:4][N:3]([C:8]([O:10][C:11]([CH3:13])([CH3:12])[CH3:14])=[O:9])[C@H:2]([CH3:1])[CH2:7]1)#[N:20]. (2) Given the reactants C1(C)C=CC(S(O)(=O)=O)=CC=1.[Cl:12][C:13]1[CH:18]=[CH:17][C:16]([C:19]2[CH:20]=[C:21]3[C:26](=[CH:27][CH:28]=2)[N:25]=[C:24]([C:29]#[C:30][C:31]2[CH:38]=[CH:37][C:34]([CH:35]=O)=[CH:33][CH:32]=2)[CH:23]=[CH:22]3)=[CH:15][CH:14]=1.[NH:39]1[CH2:43][CH2:42][CH2:41][CH2:40]1.[BH-](OC(C)=O)(OC(C)=O)OC(C)=O.[Na+].C([O-])([O-])=O.[K+].[K+], predict the reaction product. The product is: [Cl:12][C:13]1[CH:18]=[CH:17][C:16]([C:19]2[CH:20]=[C:21]3[C:26](=[CH:27][CH:28]=2)[N:25]=[C:24]([C:29]#[C:30][C:31]2[CH:38]=[CH:37][C:34]([CH2:35][N:39]4[CH2:43][CH2:42][CH2:41][CH2:40]4)=[CH:33][CH:32]=2)[CH:23]=[CH:22]3)=[CH:15][CH:14]=1. (3) Given the reactants COC1C=CC(C[N:8]2[CH:12]=[C:11]([C:13]3[N:14]=[C:15]([NH:19][C:20]4[N:25]=[C:24]([C:26]#[N:27])[CH:23]=[CH:22][CH:21]=4)[S:16][C:17]=3[CH3:18])[CH:10]=[N:9]2)=CC=1.C(Cl)Cl.CO, predict the reaction product. The product is: [CH3:18][C:17]1[S:16][C:15]([NH:19][C:20]2[N:25]=[C:24]([C:26]#[N:27])[CH:23]=[CH:22][CH:21]=2)=[N:14][C:13]=1[C:11]1[CH:12]=[N:8][NH:9][CH:10]=1. (4) Given the reactants [CH2:1]([O:5][C:6]1[CH:11]=[CH:10][C:9]([S:12]([C:15]2([C:28]([O:30]C)=[O:29])[CH2:20][CH2:19][N:18]([C:21]([C:23]3[S:24][CH:25]=[CH:26][CH:27]=3)=[O:22])[CH2:17][CH2:16]2)(=[O:14])=[O:13])=[CH:8][CH:7]=1)[C:2]#[C:3][CH3:4].[OH-].[Na+], predict the reaction product. The product is: [CH2:1]([O:5][C:6]1[CH:11]=[CH:10][C:9]([S:12]([C:15]2([C:28]([OH:30])=[O:29])[CH2:16][CH2:17][N:18]([C:21]([C:23]3[S:24][CH:25]=[CH:26][CH:27]=3)=[O:22])[CH2:19][CH2:20]2)(=[O:14])=[O:13])=[CH:8][CH:7]=1)[C:2]#[C:3][CH3:4]. (5) Given the reactants [CH3:1][C:2]1[N:6]=[CH:5][N:4]([CH2:7][C@@H:8]2[C@H:11]([NH:12]C(=O)OCC3C=CC=CC=3)[C:10](=[O:23])[NH:9]2)[N:3]=1, predict the reaction product. The product is: [NH2:12][C@H:11]1[C@@H:8]([CH2:7][N:4]2[CH:5]=[N:6][C:2]([CH3:1])=[N:3]2)[NH:9][C:10]1=[O:23]. (6) Given the reactants COC1C=CC(C([NH:9][C:10]2([C:20]3[CH:25]=[CH:24][C:23]([C:26]([F:29])([F:28])[F:27])=[CH:22][CH:21]=3)[C:15]3=[N:16][CH:17]=[CH:18][CH:19]=[C:14]3[O:13][CH2:12][CH2:11]2)=O)=CC=1.Cl, predict the reaction product. The product is: [F:29][C:26]([F:27])([F:28])[C:23]1[CH:22]=[CH:21][C:20]([C@:10]2([NH2:9])[C:15]3=[N:16][CH:17]=[CH:18][CH:19]=[C:14]3[O:13][CH2:12][CH2:11]2)=[CH:25][CH:24]=1. (7) Given the reactants [NH2:1][C@@H:2]1[CH2:6][CH2:5][N:4]([C:7]2[CH:14]=[C:13]([Cl:15])[CH:12]=[CH:11][C:8]=2[CH:9]=[O:10])[CH2:3]1.[CH3:16][S:17](Cl)(=[O:19])=[O:18].C(Cl)Cl.C(N(CC)CC)C, predict the reaction product. The product is: [Cl:15][C:13]1[CH:12]=[CH:11][C:8]([CH:9]=[O:10])=[C:7]([N:4]2[CH2:5][CH2:6][C@@H:2]([NH:1][S:17]([CH3:16])(=[O:19])=[O:18])[CH2:3]2)[CH:14]=1. (8) Given the reactants [CH3:1][C:2]1([CH3:16])[O:6][C@H:5]([CH2:7][O:8][C:9]2[N:14]=[C:13]([NH2:15])[CH:12]=[N:11][CH:10]=2)[CH2:4][O:3]1.[F:17][C:18]([F:38])([F:37])[C:19]1[CH:24]=[CH:23][CH:22]=[CH:21][C:20]=1[C:25]1[CH:26]=[CH:27][C:28]2[N:29]([C:31]([C:34](Cl)=[O:35])=[CH:32][N:33]=2)[N:30]=1.O, predict the reaction product. The product is: [CH3:1][C:2]1([CH3:16])[O:6][C@H:5]([CH2:7][O:8][C:9]2[N:14]=[C:13]([NH:15][C:34]([C:31]3[N:29]4[N:30]=[C:25]([C:20]5[CH:21]=[CH:22][CH:23]=[CH:24][C:19]=5[C:18]([F:38])([F:17])[F:37])[CH:26]=[CH:27][C:28]4=[N:33][CH:32]=3)=[O:35])[CH:12]=[N:11][CH:10]=2)[CH2:4][O:3]1. (9) The product is: [CH3:22][C:23]1([CH3:31])[O:28][CH2:27][CH:26]([O:29][NH:30][C:12](=[O:14])[C:11]2[CH:15]=[CH:16][C:17]([F:20])=[C:18]([F:19])[C:10]=2[NH:9][C:6]2[CH:7]=[CH:8][C:3]([CH2:1][CH3:2])=[CH:4][C:5]=2[F:21])[CH2:25][O:24]1. Given the reactants [CH2:1]([C:3]1[CH:8]=[CH:7][C:6]([NH:9][C:10]2[C:18]([F:19])=[C:17]([F:20])[CH:16]=[CH:15][C:11]=2[C:12]([OH:14])=O)=[C:5]([F:21])[CH:4]=1)[CH3:2].[CH3:22][C:23]1([CH3:31])[O:28][CH2:27][CH:26]([O:29][NH2:30])[CH2:25][O:24]1.C(N(CC)CC)C.F[P-](F)(F)(F)(F)F.N1(O[P+](N2CCCC2)(N2CCCC2)N2CCCC2)C2C=CC=CC=2N=N1, predict the reaction product.